Dataset: Full USPTO retrosynthesis dataset with 1.9M reactions from patents (1976-2016). Task: Predict the reactants needed to synthesize the given product. (1) Given the product [Cl:28][C:15]1[CH:16]=[C:17]([F:27])[C:18]([NH:20][C:21](=[O:26])[C:22]([F:23])([F:25])[F:24])=[CH:19][C:14]=1[O:13][C:9]1[CH:8]=[CH:7][C:5]2[N:6]=[C:2]([NH:1][C:32]([CH:29]3[CH2:31][CH2:30]3)=[O:33])[S:3][C:4]=2[C:10]=1[C:11]#[N:12], predict the reactants needed to synthesize it. The reactants are: [NH2:1][C:2]1[S:3][C:4]2[C:10]([C:11]#[N:12])=[C:9]([O:13][C:14]3[C:15]([Cl:28])=[CH:16][C:17]([F:27])=[C:18]([NH:20][C:21](=[O:26])[C:22]([F:25])([F:24])[F:23])[CH:19]=3)[CH:8]=[CH:7][C:5]=2[N:6]=1.[CH:29]1([C:32](Cl)=[O:33])[CH2:31][CH2:30]1. (2) Given the product [CH2:1]([N:3]([CH2:20][CH3:21])[CH2:4][CH2:5][NH:6][C:32]([C:29]1[S:28][C:27]2[CH:26]=[CH:25][CH:24]=[C:23]([I:22])[C:31]=2[CH:30]=1)=[O:34])[CH3:2], predict the reactants needed to synthesize it. The reactants are: [CH2:1]([N:3]([CH2:20][CH3:21])[CH2:4][CH2:5][NH:6]C(C1C=CC2C(=CC=C(I)C=2)C=1)=O)[CH3:2].[I:22][C:23]1[C:31]2[CH:30]=[C:29]([C:32]([O:34]C)=O)[S:28][C:27]=2[CH:26]=[CH:25][CH:24]=1.[K+].[Br-]. (3) Given the product [C:7]1([CH:1]([OH:6])[CH2:2][CH2:3][CH2:4][CH3:5])[CH:12]=[CH:11][CH:10]=[CH:9][CH:8]=1, predict the reactants needed to synthesize it. The reactants are: [C:1]([C:7]1[CH:12]=[CH:11][CH:10]=[CH:9][CH:8]=1)(=[O:6])[CH2:2][CH2:3][CH2:4][CH3:5].[OH-].[K+]. (4) Given the product [CH2:1]([O:4][C:5]1[CH:10]=[CH:9][C:8]([CH2:11][CH2:12][C:13]([Cl:18])=[O:15])=[CH:7][CH:6]=1)[CH:2]=[CH2:3], predict the reactants needed to synthesize it. The reactants are: [CH2:1]([O:4][C:5]1[CH:10]=[CH:9][C:8]([CH2:11][CH2:12][C:13]([OH:15])=O)=[CH:7][CH:6]=1)[CH:2]=[CH2:3].S(Cl)([Cl:18])=O. (5) Given the product [C:1]([C:3]([C:6]1[CH:7]=[C:8]([C:9]([NH:11][C:12]2[CH:13]=[C:14]([CH:15]=[CH:16][CH:17]=2)[O:18][C:23]2[CH:32]=[CH:31][C:30]([N+:33]([O-:35])=[O:34])=[CH:29][C:24]=2[C:25]([O:27][CH3:28])=[O:26])=[O:10])[CH:19]=[CH:20][CH:21]=1)([CH3:5])[CH3:4])#[N:2], predict the reactants needed to synthesize it. The reactants are: [C:1]([C:3]([C:6]1[CH:7]=[C:8]([CH:19]=[CH:20][CH:21]=1)[C:9]([NH:11][C:12]1[CH:17]=[CH:16][CH:15]=[C:14]([OH:18])[CH:13]=1)=[O:10])([CH3:5])[CH3:4])#[N:2].F[C:23]1[CH:32]=[CH:31][C:30]([N+:33]([O-:35])=[O:34])=[CH:29][C:24]=1[C:25]([O:27][CH3:28])=[O:26].C(=O)([O-])[O-].[K+].[K+]. (6) Given the product [N+:22]([C:25]1[CH:26]=[CH:27][C:28]([C:29]([O:13][C@H:11]2[C@H:10]([NH:14][C:15]([O:16][C:17]([CH3:18])([CH3:20])[CH3:19])=[O:21])[CH2:9][N:8]([CH2:1][C:2]3[CH:3]=[CH:4][CH:5]=[CH:6][CH:7]=3)[CH2:12]2)=[O:30])=[CH:32][CH:33]=1)([O-:24])=[O:23], predict the reactants needed to synthesize it. The reactants are: [CH2:1]([N:8]1[CH2:12][C@H:11]([OH:13])[C@H:10]([NH:14][C:15](=[O:21])[O:16][C:17]([CH3:20])([CH3:19])[CH3:18])[CH2:9]1)[C:2]1[CH:7]=[CH:6][CH:5]=[CH:4][CH:3]=1.[N+:22]([C:25]1[CH:33]=[CH:32][C:28]([C:29](O)=[O:30])=[CH:27][CH:26]=1)([O-:24])=[O:23].C1(P(C2C=CC=CC=2)C2C=CC=CC=2)C=CC=CC=1.N(C(OCC)=O)=NC(OCC)=O.